Dataset: Full USPTO retrosynthesis dataset with 1.9M reactions from patents (1976-2016). Task: Predict the reactants needed to synthesize the given product. (1) Given the product [CH3:16][O:15][C:12]1[CH:13]=[CH:14][C:9]([NH:8][C:6]2[N:7]=[C:2]([NH:19][CH2:18][CH2:17][CH2:20][OH:21])[CH:3]=[CH:4][CH:5]=2)=[CH:10][CH:11]=1, predict the reactants needed to synthesize it. The reactants are: Cl[C:2]1[N:7]=[C:6]([NH:8][C:9]2[CH:14]=[CH:13][C:12]([O:15][CH3:16])=[CH:11][CH:10]=2)[CH:5]=[CH:4][CH:3]=1.[CH2:17]([CH2:20][OH:21])[CH2:18][NH2:19]. (2) Given the product [CH3:35][C:29]1[CH:34]=[CH:33][C:32]([CH2:10][N:3]2[C:4]([C:6]([O:8][CH3:9])=[O:7])=[CH:5][N:1]=[CH:2]2)=[CH:31][CH:30]=1, predict the reactants needed to synthesize it. The reactants are: [NH:1]1[CH:5]=[C:4]([C:6]([O:8][CH3:9])=[O:7])[N:3]=[CH:2]1.[CH:10]1C=CC(P(C2C=CC=CC=2)C2C=CC=CC=2)=CC=1.[C:29]1([CH3:35])[CH:34]=[CH:33][CH:32]=[CH:31][CH:30]=1.CC(OC(/N=N/C(OC(C)C)=O)=O)C. (3) Given the product [O:33]=[C:32]([N:35]1[CH2:40][CH2:39][CH:38]([N:41]2[C:45]3[CH:46]=[CH:47][C:48]([C:50]([F:53])([F:51])[F:52])=[CH:49][C:44]=3[N:43]=[N:42]2)[CH2:37][CH2:36]1)[CH2:31][N:14]1[CH2:15][CH2:16][CH2:17][C:18]([C:25]2[CH:26]=[CH:27][CH:28]=[CH:29][CH:30]=2)([C:19]2[CH:24]=[CH:23][CH:22]=[CH:21][CH:20]=2)[C:13]1=[O:12], predict the reactants needed to synthesize it. The reactants are: C(N=C=NCCCN(C)C)C.[O:12]=[C:13]1[C:18]([C:25]2[CH:30]=[CH:29][CH:28]=[CH:27][CH:26]=2)([C:19]2[CH:24]=[CH:23][CH:22]=[CH:21][CH:20]=2)[CH2:17][CH2:16][CH2:15][N:14]1[CH2:31][C:32](O)=[O:33].[NH:35]1[CH2:40][CH2:39][CH:38]([N:41]2[C:45]3[CH:46]=[CH:47][C:48]([C:50]([F:53])([F:52])[F:51])=[CH:49][C:44]=3[N:43]=[N:42]2)[CH2:37][CH2:36]1. (4) The reactants are: [CH3:1][O:2][C:3]1[CH:4]=[C:5]([OH:10])[CH:6]=[C:7]([CH3:9])[CH:8]=1.Cl[C:12]1[CH:13]=[CH:14][C:15]([N+:27]([O-:29])=[O:28])=[C:16]([CH2:18][NH:19][C:20](=[O:26])[O:21][C:22]([CH3:25])([CH3:24])[CH3:23])[CH:17]=1.[H-].[Na+]. Given the product [CH3:1][O:2][C:3]1[CH:4]=[C:5]([CH:6]=[C:7]([CH3:9])[CH:8]=1)[O:10][C:12]1[CH:13]=[CH:14][C:15]([N+:27]([O-:29])=[O:28])=[C:16]([CH2:18][NH:19][C:20](=[O:26])[O:21][C:22]([CH3:25])([CH3:23])[CH3:24])[CH:17]=1, predict the reactants needed to synthesize it. (5) Given the product [C:39]([O-:41])(=[O:40])[CH3:38].[NH4+:10].[F:20][C:21]1[CH:22]=[CH:23][C:24]([C:27]2[S:31][C:30]3[CH:32]=[CH:33][C:34]([C:36]4[CH:44]=[CH:43][CH:42]=[C:38]([C:39](=[O:40])[NH:10][C:7]([C:1]5[CH:6]=[CH:5][CH:4]=[CH:3][CH:2]=5)([CH3:9])[CH3:8])[CH:37]=4)=[CH:35][C:29]=3[C:28]=2[C:45]([NH:46][CH3:47])=[O:48])=[CH:25][CH:26]=1, predict the reactants needed to synthesize it. The reactants are: [C:1]1([C:7]([NH2:10])([CH3:9])[CH3:8])[CH:6]=[CH:5][CH:4]=[CH:3][CH:2]=1.C(N(C(C)C)CC)(C)C.[F:20][C:21]1[CH:26]=[CH:25][C:24]([C:27]2[S:31][C:30]3[CH:32]=[CH:33][C:34]([C:36]4[CH:37]=[C:38]([CH:42]=[CH:43][CH:44]=4)[C:39]([OH:41])=[O:40])=[CH:35][C:29]=3[C:28]=2[C:45](=[O:48])[NH:46][CH3:47])=[CH:23][CH:22]=1.CN(C(ON1N=NC2C=CC=NC1=2)=[N+](C)C)C.F[P-](F)(F)(F)(F)F. (6) Given the product [CH3:1][CH2:2][C:3]1[C:25]2[NH:26][C:5](=[CH:6][C:7]3[NH:11][C:10]([CH:12]=[C:13]4[N:17]=[C:16]([CH:18]=[C:19]5[N:23]=[C:22]([CH:24]=2)[C:21]([CH3:27])=[C:20]5[CH2:28][CH2:29][C:30]([OH:32])=[O:31])[C:15]([CH2:34][CH2:35][C:36]([OH:38])=[O:37])=[C:14]4[CH3:40])=[C:9]([CH3:41])[C:8]=3[CH2:42][CH3:43])[C:4]=1[CH3:44], predict the reactants needed to synthesize it. The reactants are: [CH3:1][CH2:2][C:3]1[C:25]2[NH:26][C:5](=[CH:6][C:7]3[NH:11][C:10]([CH:12]=[C:13]4[N:17]=[C:16]([CH:18]=[C:19]5[N:23]=[C:22]([CH:24]=2)[C:21]([CH3:27])=[C:20]5[CH2:28][CH2:29][C:30]([O:32]C)=[O:31])[C:15]([CH2:34][CH2:35][C:36]([O:38]C)=[O:37])=[C:14]4[CH3:40])=[C:9]([CH3:41])[C:8]=3[CH2:42][CH3:43])[C:4]=1[CH3:44]. (7) Given the product [OH:21][CH2:20][C:19]([C:16]1[CH:17]=[CH:18][C:13]([N:10]2[C:11](=[O:12])[C:7]([CH3:40])([CH3:6])[N:8]([CH2:26][C:27]3[CH:32]=[CH:31][N:30]=[C:29]([NH:33][C:34]4[CH:35]=[N:36][CH:37]=[CH:38][CH:39]=4)[CH:28]=3)[C:9]2=[O:25])=[CH:14][CH:15]=1)([CH3:24])[CH3:23], predict the reactants needed to synthesize it. The reactants are: B#B.CSC.[CH3:6][C:7]1([CH3:40])[C:11](=[O:12])[N:10]([C:13]2[CH:18]=[CH:17][C:16]([C:19]([CH3:24])([CH3:23])[C:20](O)=[O:21])=[CH:15][CH:14]=2)[C:9](=[O:25])[N:8]1[CH2:26][C:27]1[CH:32]=[CH:31][N:30]=[C:29]([NH:33][C:34]2[CH:35]=[N:36][CH:37]=[CH:38][CH:39]=2)[CH:28]=1.O.[OH-].[Na+]. (8) Given the product [F:14][C:10]1[CH:9]=[C:8]([C:7]2[N:16]([C:18]3[N:23]=[CH:22][C:21]([S:24]([NH2:27])(=[O:26])=[O:25])=[CH:20][CH:19]=3)[N:17]=[C:4]([CH3:5])[N:6]=2)[CH:13]=[CH:12][CH:11]=1, predict the reactants needed to synthesize it. The reactants are: C(O[C:4](=[N:6][C:7](=O)[C:8]1[CH:13]=[CH:12][CH:11]=[C:10]([F:14])[CH:9]=1)[CH3:5])C.[NH:16]([C:18]1[N:23]=[CH:22][C:21]([S:24]([NH2:27])(=[O:26])=[O:25])=[CH:20][CH:19]=1)[NH2:17].O.